This data is from Reaction yield outcomes from USPTO patents with 853,638 reactions. The task is: Predict the reaction yield, written as a fraction of the theoretical maximum amount of product (1.0 means a 100% yield; for example, 0.34 means a 34% yield). (1) The reactants are [N-:1]=[N+:2]=[N-:3].[Na+].[C:5]([C:8]1[CH:13]=[CH:12][C:11]([S:14][CH2:15][C:16]2[CH:21]=[CH:20][C:19]([C@H:22]([OH:31])[C:23]3[CH:24]=[C:25]([CH:28]=[CH:29][CH:30]=3)[C:26]#[N:27])=[CH:18][CH:17]=2)=[C:10]([CH2:32][CH2:33][CH3:34])[C:9]=1[OH:35])(=[O:7])[CH3:6].O. The catalyst is CN1CCCC1=O.[Br-].[Zn+2].[Br-]. The product is [OH:35][C:9]1[C:10]([CH2:32][CH2:33][CH3:34])=[C:11]([S:14][CH2:15][C:16]2[CH:21]=[CH:20][C:19]([C@H:22]([OH:31])[C:23]3[CH:30]=[CH:29][CH:28]=[C:25]([C:26]4[NH:27][N:3]=[N:2][N:1]=4)[CH:24]=3)=[CH:18][CH:17]=2)[CH:12]=[CH:13][C:8]=1[C:5](=[O:7])[CH3:6]. The yield is 0.310. (2) The yield is 1.00. No catalyst specified. The product is [Cl:13][C:4]1[N:3]=[C:2]([CH3:1])[C:7]([CH3:8])=[C:6]([CH3:9])[N:5]=1. The reactants are [CH3:1][C:2]1[C:7]([CH3:8])=[C:6]([CH3:9])[N:5]=[C:4](O)[N:3]=1.O=P(Cl)(Cl)[Cl:13].N(C1C=CC=CC=1)(CC)CC. (3) The reactants are Cl.O1CCOCC1.[NH2:8][C:9](=[O:45])[CH2:10][CH:11]([NH:19][C:20]([C:22]1([NH:37]C(=O)OC(C)(C)C)[CH2:27][CH2:26][N:25]([C:28]2[C:29]3[CH:36]=[CH:35][NH:34][C:30]=3[N:31]=[CH:32][N:33]=2)[CH2:24][CH2:23]1)=[O:21])[C:12]1[CH:17]=[CH:16][C:15]([Cl:18])=[CH:14][CH:13]=1. The catalyst is C(Cl)Cl. The product is [NH2:37][C:22]1([C:20]([NH:19][CH:11]([C:12]2[CH:17]=[CH:16][C:15]([Cl:18])=[CH:14][CH:13]=2)[CH2:10][C:9]([NH2:8])=[O:45])=[O:21])[CH2:27][CH2:26][N:25]([C:28]2[C:29]3[CH:36]=[CH:35][NH:34][C:30]=3[N:31]=[CH:32][N:33]=2)[CH2:24][CH2:23]1. The yield is 0.111. (4) The reactants are [CH2:1]([N:8]1[CH2:13][CH2:12][C:11](=O)[CH2:10][CH2:9]1)[C:2]1[CH:7]=[CH:6][CH:5]=[CH:4][CH:3]=1.[C:15]1([NH:21]N)[CH:20]=[CH:19][CH:18]=[CH:17][CH:16]=1.OS(O)(=O)=O. The catalyst is O1CCOCC1. The product is [CH2:1]([N:8]1[CH2:13][CH2:12][C:11]2[NH:21][C:15]3[CH:16]=[CH:17][CH:18]=[CH:19][C:20]=3[C:10]=2[CH2:9]1)[C:2]1[CH:7]=[CH:6][CH:5]=[CH:4][CH:3]=1. The yield is 0.950. (5) The reactants are [OH:1][N:2]1[CH:6]=[CH:5][CH:4]=[N:3]1.[F:7][C:8]1[CH:15]=[CH:14][CH:13]=[C:12]([F:16])[C:9]=1[CH2:10]Br. The catalyst is C(Cl)(Cl)Cl. The product is [F:7][C:8]1[CH:15]=[CH:14][CH:13]=[C:12]([F:16])[C:9]=1[CH2:10][N:3]1[CH2:4][CH:5]=[CH:6][N:2]1[OH:1]. The yield is 0.701. (6) The reactants are Cl[C:2]1[CH:11]=[CH:10][C:9]2[C:8](=[O:12])[CH2:7][C:6](C)(C)[CH2:5][C:4]=2[N:3]=1.[C:15]([C:17]1[CH:22]=[CH:21][CH:20]=[CH:19][CH:18]=1)#[CH:16]. The catalyst is C(N(CC)CC)C.C1C=CC([P]([Pd]([P](C2C=CC=CC=2)(C2C=CC=CC=2)C2C=CC=CC=2)([P](C2C=CC=CC=2)(C2C=CC=CC=2)C2C=CC=CC=2)[P](C2C=CC=CC=2)(C2C=CC=CC=2)C2C=CC=CC=2)(C2C=CC=CC=2)C2C=CC=CC=2)=CC=1. The product is [C:17]1([C:15]#[C:16][C:2]2[CH:11]=[CH:10][C:9]3[C:8](=[O:12])[CH2:7][CH2:6][CH2:5][C:4]=3[N:3]=2)[CH:22]=[CH:21][CH:20]=[CH:19][CH:18]=1. The yield is 0.150. (7) The reactants are [F:1][C:2]1[CH:3]=[C:4]([C:38]2[C:39]([C:44]#[N:45])=[CH:40][CH:41]=[CH:42][CH:43]=2)[CH:5]=[CH:6][C:7]=1[CH2:8][C:9]1[C:10](=[O:37])[N:11]([CH:21]2[CH2:26][CH2:25][CH:24]([O:27][CH:28]([C:30]3([CH:34]([OH:36])[CH3:35])[CH2:33][CH2:32][CH2:31]3)[CH3:29])[CH2:23][CH2:22]2)[C:12]2[N:13]([N:18]=[CH:19][N:20]=2)[C:14]=1[CH2:15][CH2:16][CH3:17].CC(OI1(OC(C)=O)(OC(C)=O)OC(=O)C2C=CC=CC1=2)=O.C(=O)([O-])O.[Na+].S([O-])([O-])(=O)=S.[Na+].[Na+]. The catalyst is C(#N)C. The product is [C:34]([C:30]1([CH:28]([O:27][CH:24]2[CH2:25][CH2:26][CH:21]([N:11]3[C:10](=[O:37])[C:9]([CH2:8][C:7]4[CH:6]=[CH:5][C:4]([C:38]5[C:39]([C:44]#[N:45])=[CH:40][CH:41]=[CH:42][CH:43]=5)=[CH:3][C:2]=4[F:1])=[C:14]([CH2:15][CH2:16][CH3:17])[N:13]4[N:18]=[CH:19][N:20]=[C:12]34)[CH2:22][CH2:23]2)[CH3:29])[CH2:33][CH2:32][CH2:31]1)(=[O:36])[CH3:35]. The yield is 0.880. (8) The reactants are C([O:8][N:9]1[C:15](=[O:16])[N:14]2[CH2:17][C@H:10]1[CH2:11][CH2:12][C@H:13]2[C:18]([NH:20][O:21][CH:22]1[CH2:27][N:26]([C:28]([O:30][C:31]([CH3:34])([CH3:33])[CH3:32])=[O:29])[CH2:25][C:24]2[N:35]([CH3:38])[N:36]=[CH:37][C:23]1=2)=[O:19])C1C=CC=CC=1. The catalyst is CO.[Pd]. The product is [OH:8][N:9]1[C:15](=[O:16])[N:14]2[CH2:17][C@H:10]1[CH2:11][CH2:12][C@H:13]2[C:18]([NH:20][O:21][CH:22]1[CH2:27][N:26]([C:28]([O:30][C:31]([CH3:33])([CH3:34])[CH3:32])=[O:29])[CH2:25][C:24]2[N:35]([CH3:38])[N:36]=[CH:37][C:23]1=2)=[O:19]. The yield is 0.940.